From a dataset of Full USPTO retrosynthesis dataset with 1.9M reactions from patents (1976-2016). Predict the reactants needed to synthesize the given product. Given the product [C:1]([O:5][C:6]([C:8]1[N:9]=[N:10][C:11]([N:24]=[N+:25]=[N-:26])=[CH:12][C:13]=1[NH:14][C:15]1[CH:20]=[CH:19][C:18]([Br:21])=[CH:17][C:16]=1[F:22])=[O:7])([CH3:4])([CH3:3])[CH3:2], predict the reactants needed to synthesize it. The reactants are: [C:1]([O:5][C:6]([C:8]1[N:9]=[N:10][C:11](Cl)=[CH:12][C:13]=1[NH:14][C:15]1[CH:20]=[CH:19][C:18]([Br:21])=[CH:17][C:16]=1[F:22])=[O:7])([CH3:4])([CH3:3])[CH3:2].[N-:24]=[N+:25]=[N-:26].[Na+].